Task: Regression. Given a peptide amino acid sequence and an MHC pseudo amino acid sequence, predict their binding affinity value. This is MHC class I binding data.. Dataset: Peptide-MHC class I binding affinity with 185,985 pairs from IEDB/IMGT (1) The peptide sequence is FTLMAAILAY. The MHC is HLA-B35:01 with pseudo-sequence HLA-B35:01. The binding affinity (normalized) is 0.624. (2) The peptide sequence is RLRPGGKKK. The MHC is HLA-A02:02 with pseudo-sequence HLA-A02:02. The binding affinity (normalized) is 0. (3) The peptide sequence is YTFEPHYFY. The MHC is HLA-A02:01 with pseudo-sequence HLA-A02:01. The binding affinity (normalized) is 0.0847. (4) The peptide sequence is RPSTKNFFEL. The MHC is HLA-B44:02 with pseudo-sequence HLA-B44:02. The binding affinity (normalized) is 0.